Task: Predict the reactants needed to synthesize the given product.. Dataset: Full USPTO retrosynthesis dataset with 1.9M reactions from patents (1976-2016) (1) The reactants are: Br[C:2]1[CH:7]=[CH:6][C:5]([CH2:8][C:9]([O:11][CH3:12])=[O:10])=[C:4]([C:13]([N:15]([CH3:17])[CH3:16])=[O:14])[CH:3]=1.CC1(C)C(C)(C)OB([C:26]2[CH:31]=[CH:30][C:29]([OH:32])=[CH:28][CH:27]=2)O1. Given the product [CH3:16][N:15]([CH3:17])[C:13]([C:4]1[CH:3]=[C:2]([C:26]2[CH:31]=[CH:30][C:29]([OH:32])=[CH:28][CH:27]=2)[CH:7]=[CH:6][C:5]=1[CH2:8][C:9]([O:11][CH3:12])=[O:10])=[O:14], predict the reactants needed to synthesize it. (2) The reactants are: C(OC([N:8]1[CH2:13][CH2:12][CH:11]([S:14][C:15]2[CH:20]=[C:19]([C:21]([CH3:24])([CH3:23])[CH3:22])[C:18]([OH:25])=[C:17]([C:26]([CH3:29])([CH3:28])[CH3:27])[CH:16]=2)[CH2:10][CH2:9]1)=O)(C)(C)C.[ClH:30]. Given the product [ClH:30].[C:26]([C:17]1[CH:16]=[C:15]([S:14][CH:11]2[CH2:12][CH2:13][NH:8][CH2:9][CH2:10]2)[CH:20]=[C:19]([C:21]([CH3:24])([CH3:23])[CH3:22])[C:18]=1[OH:25])([CH3:29])([CH3:28])[CH3:27], predict the reactants needed to synthesize it. (3) The reactants are: [N:1]1[CH:2]=[CH:3][N:4]2[C:9]=1[CH:8]=[CH:7][C:6]([O:10][C:11]1[CH:12]=[C:13]([CH:18]=[CH:19][CH:20]=1)[C:14]([O:16]C)=[O:15])=[N:5]2.[OH-].[Na+].Cl. Given the product [N:1]1[CH:2]=[CH:3][N:4]2[C:9]=1[CH:8]=[CH:7][C:6]([O:10][C:11]1[CH:12]=[C:13]([CH:18]=[CH:19][CH:20]=1)[C:14]([OH:16])=[O:15])=[N:5]2, predict the reactants needed to synthesize it. (4) Given the product [OH:1][C@:2]12[CH2:26][CH2:25][CH2:24][CH2:23][C@:22]1([CH3:28])[C@@H:21]1[C:5]([C@H:6]3[C@:18]([CH3:29])([CH2:19][CH2:20]1)[C@@H:9]([C@H:10]([CH3:17])[CH2:11][CH2:12][CH2:13][CH:14]([CH3:16])[CH3:15])[CH2:8][CH2:7]3)=[CH:4][C@H:3]2[NH:30][CH2:31][CH2:32][C:33]1[N:37]=[CH:36][NH:35][CH:34]=1, predict the reactants needed to synthesize it. The reactants are: [O:1]1[C@H:3]2[CH:4]=[C:5]3[C@@H:21]([C@@:22]4([CH3:28])[CH2:23][CH2:24][C@H:25](O)[CH2:26][C:2]124)[CH2:20][CH2:19][C@@:18]1([CH3:29])[C@H:6]3[CH2:7][CH2:8][C@@H:9]1[C@H:10]([CH3:17])[CH2:11][CH2:12][CH2:13][CH:14]([CH3:16])[CH3:15].[NH2:30][CH2:31][CH2:32][C:33]1[N:37]=[CH:36][NH:35][CH:34]=1.C(O)CCC.